From a dataset of Reaction yield outcomes from USPTO patents with 853,638 reactions. Predict the reaction yield, written as a fraction of the theoretical maximum amount of product (1.0 means a 100% yield; for example, 0.34 means a 34% yield). (1) The reactants are CC1C=C(N2CCN(CCOC3C=CC=CC=3)C2=O)SC=1C(O)=O.[F:25][C:26]1[CH:47]=[CH:46][C:29]([CH2:30][N:31]2[CH2:35][CH2:34][N:33]([C:36]3[S:40][C:39]([C:41]([OH:43])=O)=[C:38]([CH3:44])[CH:37]=3)[C:32]2=[O:45])=[CH:28][CH:27]=1.[S:48]1[C:52]2[CH:53]=[CH:54][CH:55]=[CH:56][C:51]=2[N:50]=[C:49]1[CH2:57][NH2:58]. The product is [S:48]1[C:52]2[CH:53]=[CH:54][CH:55]=[CH:56][C:51]=2[N:50]=[C:49]1[CH2:57][NH:58][C:41]([C:39]1[S:40][C:36]([N:33]2[CH2:34][CH2:35][N:31]([CH2:30][C:29]3[CH:28]=[CH:27][C:26]([F:25])=[CH:47][CH:46]=3)[C:32]2=[O:45])=[CH:37][C:38]=1[CH3:44])=[O:43]. The yield is 0.810. No catalyst specified. (2) The reactants are Br[C:2]1[CH:3]=[N:4][N:5]([CH3:18])[C:6]=1[C:7]1[CH:8]=[C:9]([C:14]([O:16][CH3:17])=[O:15])[S:10][C:11]=1[CH2:12][CH3:13].[C:19](=O)([O-])[O-].[K+].[K+].CB1OB(C)OB(C)O1. The catalyst is CN(C)C=O.C1C=CC(P(C2C=CC=CC=2)[C-]2C=CC=C2)=CC=1.C1C=CC(P(C2C=CC=CC=2)[C-]2C=CC=C2)=CC=1.Cl[Pd]Cl.[Fe+2]. The product is [CH3:18][N:5]1[C:6]([C:7]2[CH:8]=[C:9]([C:14]([O:16][CH3:17])=[O:15])[S:10][C:11]=2[CH2:12][CH3:13])=[C:2]([CH3:19])[CH:3]=[N:4]1. The yield is 0.960. (3) The reactants are [Cl-].O[NH3+:3].[C:4](=[O:7])([O-])[OH:5].[Na+].CS(C)=O.[CH2:13]([C:17]1[N:18]=[C:19]([CH:48]2[CH2:50][CH2:49]2)[N:20]([C:39]2[CH:40]=[CH:41][C:42]3[O:46][CH2:45][CH2:44][C:43]=3[CH:47]=2)[C:21](=[O:38])[C:22]=1[CH2:23][C:24]1[CH:29]=[CH:28][C:27]([C:30]2[C:31]([C:36]#[N:37])=[CH:32][CH:33]=[CH:34][CH:35]=2)=[CH:26][CH:25]=1)[CH2:14][CH2:15][CH3:16]. The product is [CH2:13]([C:17]1[N:18]=[C:19]([CH:48]2[CH2:49][CH2:50]2)[N:20]([C:39]2[CH:40]=[CH:41][C:42]3[O:46][CH2:45][CH2:44][C:43]=3[CH:47]=2)[C:21](=[O:38])[C:22]=1[CH2:23][C:24]1[CH:29]=[CH:28][C:27]([C:30]2[CH:35]=[CH:34][CH:33]=[CH:32][C:31]=2[C:36]2[NH:3][C:4](=[O:7])[O:5][N:37]=2)=[CH:26][CH:25]=1)[CH2:14][CH2:15][CH3:16]. The yield is 0.830. The catalyst is C(OCC)(=O)C. (4) No catalyst specified. The reactants are [CH2:1]([O:4][N:5]([C:16]([CH3:19])([CH3:18])[CH3:17])[C:6]([CH3:15])([CH3:14])[C:7]([NH:9][C:10]([CH3:13])([CH3:12])[CH3:11])=[O:8])[CH:2]=[CH2:3].C(N(C(C)(C)C(NC(C)(C)C)=O)O)(C)(C)C.[CH2:36](Br)[C:37]1C=CC=[CH:39][CH:38]=1. The product is [CH2:1]([O:4][N:5]([C:16]([CH3:19])([CH3:18])[CH3:17])[C:6]([CH3:15])([CH3:14])[C:7]([NH:9][C:10]([CH3:13])([CH3:12])[CH3:11])=[O:8])[C:2]1[CH:39]=[CH:38][CH:37]=[CH:36][CH:3]=1. The yield is 0.920. (5) The reactants are [O:1]([C:8]1[CH:9]=[C:10]([CH:12]=[CH:13][CH:14]=1)[NH2:11])[C:2]1[CH:7]=[CH:6][CH:5]=[CH:4][CH:3]=1.[F:15][C:16]([F:21])([F:20])[CH:17]1[O:19][CH2:18]1. No catalyst specified. The product is [O:1]([C:8]1[CH:9]=[C:10]([NH:11][CH2:18][CH:17]([OH:19])[C:16]([F:21])([F:20])[F:15])[CH:12]=[CH:13][CH:14]=1)[C:2]1[CH:3]=[CH:4][CH:5]=[CH:6][CH:7]=1. The yield is 0.710.